Predict the product of the given reaction. From a dataset of Forward reaction prediction with 1.9M reactions from USPTO patents (1976-2016). Given the reactants [C:1]([C:3]1[CH:8]=[CH:7][CH:6]=[CH:5][C:4]=1[NH:9][C:10]1[N:27]=[C:13]2[CH:14]=[N:15][C:16]([C:18]3[CH:19]=[C:20]([CH:24]=[CH:25][CH:26]=3)[C:21]([OH:23])=O)=[CH:17][N:12]2[N:11]=1)#[N:2].CCN(C(C)C)C(C)C.[CH:37]1([NH2:43])[CH2:42][CH2:41][CH2:40][CH2:39][CH2:38]1.CN(C(ON1N=NC2C=CC=NC1=2)=[N+](C)C)C.F[P-](F)(F)(F)(F)F, predict the reaction product. The product is: [C:1]([C:3]1[CH:8]=[CH:7][CH:6]=[CH:5][C:4]=1[NH:9][C:10]1[N:27]=[C:13]2[CH:14]=[N:15][C:16]([C:18]3[CH:19]=[C:20]([CH:24]=[CH:25][CH:26]=3)[C:21]([NH:43][CH:37]3[CH2:42][CH2:41][CH2:40][CH2:39][CH2:38]3)=[O:23])=[CH:17][N:12]2[N:11]=1)#[N:2].